From a dataset of Full USPTO retrosynthesis dataset with 1.9M reactions from patents (1976-2016). Predict the reactants needed to synthesize the given product. (1) Given the product [CH3:1][O:2][C:3](=[O:13])[C:4]1[CH:9]=[CH:8][CH:7]=[C:6]([NH:10][C:11]([NH2:14])=[O:12])[CH:5]=1, predict the reactants needed to synthesize it. The reactants are: [CH3:1][O:2][C:3](=[O:13])[C:4]1[CH:9]=[CH:8][CH:7]=[C:6]([N:10]=[C:11]=[O:12])[CH:5]=1.[NH3:14]. (2) Given the product [CH3:50][N:2]([CH3:1])[CH2:3][C:4]([N:6]1[C:14]2[C:9](=[CH:10][C:11]([O:48][CH3:49])=[C:12]([NH:15][C:16]3[NH:21][C:20]4=[N:22][CH:23]=[CH:24][C:19]4=[C:18]([NH:35][C:36]4[C:41]([C:42]([NH:44][CH3:45])=[O:43])=[C:40]([F:46])[C:39]([F:47])=[CH:38][CH:37]=4)[N:17]=3)[CH:13]=2)[CH2:8][CH2:7]1)=[O:5], predict the reactants needed to synthesize it. The reactants are: [CH3:1][N:2]([CH3:50])[CH2:3][C:4]([N:6]1[C:14]2[C:9](=[CH:10][C:11]([O:48][CH3:49])=[C:12]([NH:15][C:16]3[N:17]=[C:18]([NH:35][C:36]4[C:41]([C:42]([NH:44][CH3:45])=[O:43])=[C:40]([F:46])[C:39]([F:47])=[CH:38][CH:37]=4)[C:19]4[CH:24]=[CH:23][N:22](S(C5C=CC(C)=CC=5)(=O)=O)[C:20]=4[N:21]=3)[CH:13]=2)[CH2:8][CH2:7]1)=[O:5].O.[OH-].[Na+]. (3) Given the product [CH2:12]([N:10]1[C:9](=[O:11])[CH2:8][CH2:7][O:6][CH2:5][CH:4]1[CH3:3])[C:13]1[CH:18]=[CH:17][CH:16]=[CH:15][CH:14]=1, predict the reactants needed to synthesize it. The reactants are: [H-].[Na+].[CH3:3][CH:4]1[NH:10][C:9](=[O:11])[CH2:8][CH2:7][O:6][CH2:5]1.[CH2:12](Br)[C:13]1[CH:18]=[CH:17][CH:16]=[CH:15][CH:14]=1. (4) The reactants are: [C:1]([O:4][CH2:5][C:6]1[CH:7]=[C:8]([F:25])[C:9]([CH:13](O)[C:14]2[CH:19]=[CH:18][C:17]([O:20][CH2:21][CH2:22][CH3:23])=[CH:16][CH:15]=2)=[C:10]([OH:12])[CH:11]=1)(=[O:3])[CH3:2].C([SiH](CC)CC)C.C(=O)([O-])O.[Na+].C(OCC)(=O)C. Given the product [C:1]([O:4][CH2:5][C:6]1[CH:7]=[C:8]([F:25])[C:9]([CH2:13][C:14]2[CH:19]=[CH:18][C:17]([O:20][CH2:21][CH2:22][CH3:23])=[CH:16][CH:15]=2)=[C:10]([OH:12])[CH:11]=1)(=[O:3])[CH3:2], predict the reactants needed to synthesize it. (5) Given the product [F:28][CH:27]([F:29])[CH2:26][CH2:25][O:24][C:3]1[CH:4]=[C:5]([CH:22]=[CH:23][C:2]=1[C:31]#[C:30][C:32]1[CH:37]=[CH:36][C:35]([CH3:38])=[CH:34][CH:33]=1)[C:6]([NH:8][S:9]([C:12]1[CH:17]=[CH:16][CH:15]=[CH:14][C:13]=1[S:18](=[O:21])(=[O:20])[NH2:19])(=[O:11])=[O:10])=[O:7], predict the reactants needed to synthesize it. The reactants are: Br[C:2]1[CH:23]=[CH:22][C:5]([C:6]([NH:8][S:9]([C:12]2[CH:17]=[CH:16][CH:15]=[CH:14][C:13]=2[S:18](=[O:21])(=[O:20])[NH2:19])(=[O:11])=[O:10])=[O:7])=[CH:4][C:3]=1[O:24][CH2:25][CH2:26][CH:27]([F:29])[F:28].[C:30]([C:32]1[CH:37]=[CH:36][C:35]([CH3:38])=[CH:34][CH:33]=1)#[CH:31]. (6) The reactants are: [C:1]([O:5][C:6]([C:8]1[NH:9][C:10]2[C:15]([CH:16]=1)=[C:14](Br)[CH:13]=[CH:12][CH:11]=2)=[O:7])([CH3:4])([CH3:3])[CH3:2].[CH3:18][OH:19].CN([CH:23]=[O:24])C. Given the product [CH3:18][O:19][C:23]([C:14]1[C:15]2[CH:16]=[C:8]([C:6]([O:5][C:1]([CH3:4])([CH3:3])[CH3:2])=[O:7])[NH:9][C:10]=2[CH:11]=[CH:12][CH:13]=1)=[O:24], predict the reactants needed to synthesize it. (7) Given the product [CH2:1]([O:8][C:9]([N:11]1[CH:15]([C:16](=[O:17])[NH:25][C:26]2[CH:37]=[CH:36][C:29]([C:30](=[O:31])[NH:32][CH:33]3[CH2:35][CH2:34]3)=[CH:28][CH:27]=2)[CH2:14][S:13][CH:12]1[C:19]1[CH:20]=[N:21][CH:22]=[CH:23][CH:24]=1)=[O:10])[C:2]1[CH:3]=[CH:4][CH:5]=[CH:6][CH:7]=1, predict the reactants needed to synthesize it. The reactants are: [CH2:1]([O:8][C:9]([N:11]1[CH:15]([C:16](O)=[O:17])[CH2:14][S:13][CH:12]1[C:19]1[CH:20]=[N:21][CH:22]=[CH:23][CH:24]=1)=[O:10])[C:2]1[CH:7]=[CH:6][CH:5]=[CH:4][CH:3]=1.[NH2:25][C:26]1[CH:37]=[CH:36][C:29]([C:30]([NH:32][CH:33]2[CH2:35][CH2:34]2)=[O:31])=[CH:28][CH:27]=1. (8) Given the product [N+:7]([C:4]1[S:3][C:2]([C:25]2[CH:26]=[C:27]3[C:22](=[CH:23][CH:24]=2)[N:21]=[CH:20][N:19]=[C:18]3[N:17]([C:10]([O:12][C:13]([CH3:16])([CH3:15])[CH3:14])=[O:11])[C:37]([O:39][C:40]([CH3:41])([CH3:42])[CH3:43])=[O:38])=[CH:6][CH:5]=1)([O-:9])=[O:8], predict the reactants needed to synthesize it. The reactants are: Br[C:2]1[S:3][C:4]([N+:7]([O-:9])=[O:8])=[CH:5][CH:6]=1.[C:10]([N:17]([C:37]([O:39][C:40]([CH3:43])([CH3:42])[CH3:41])=[O:38])[C:18]1[C:27]2[C:22](=[CH:23][CH:24]=[C:25](B3OC(C)(C)C(C)(C)O3)[CH:26]=2)[N:21]=[CH:20][N:19]=1)([O:12][C:13]([CH3:16])([CH3:15])[CH3:14])=[O:11].C([O-])([O-])=O.[K+].[K+].